Dataset: Catalyst prediction with 721,799 reactions and 888 catalyst types from USPTO. Task: Predict which catalyst facilitates the given reaction. Reactant: [CH2:1]([O:8][C:9]1[CH:10]=[C:11]([CH2:15][C:16](Cl)=[N:17][OH:18])[CH:12]=[CH:13][CH:14]=1)[C:2]1[CH:7]=[CH:6][CH:5]=[CH:4][CH:3]=1.[C:20]([C:22]1[C:23]([NH2:29])=[N:24][C:25]([NH2:28])=[CH:26][CH:27]=1)#[CH:21].C(N(CC)CC)C. The catalyst class is: 7. Product: [CH2:1]([O:8][C:9]1[CH:10]=[C:11]([CH:12]=[CH:13][CH:14]=1)[CH2:15][C:16]1[CH:21]=[C:20]([C:22]2[C:23]([NH2:29])=[N:24][C:25]([NH2:28])=[CH:26][CH:27]=2)[O:18][N:17]=1)[C:2]1[CH:7]=[CH:6][CH:5]=[CH:4][CH:3]=1.